The task is: Predict the product of the given reaction.. This data is from Forward reaction prediction with 1.9M reactions from USPTO patents (1976-2016). (1) Given the reactants C(Cl)Cl.C(N(CC)CC)C.[CH3:11][C:12]([C:21]1C=CC(O)=CC=1)([C:14]1[CH:15]=[CH:16][C:17]([OH:20])=[CH:18][CH:19]=1)[CH3:13], predict the reaction product. The product is: [C:12]([C:14]1[CH:15]=[CH:16][C:17]([OH:20])=[CH:18][CH:19]=1)([CH3:21])([CH3:11])[CH3:13]. (2) Given the reactants [OH:1][C:2]([CH3:27])([CH3:26])[C@H:3]([NH:5][C:6]([C:8]1[C:16]2[C:11](=[N:12][CH:13]=[C:14](Br)[N:15]=2)[N:10]([CH2:18][O:19][CH2:20][CH2:21][Si:22]([CH3:25])([CH3:24])[CH3:23])[CH:9]=1)=[O:7])[CH3:4].[CH2:28]([N:30]1[CH:34]=[C:33](B2OC(C)(C)C(C)(C)O2)[CH:32]=[N:31]1)[CH3:29].C([O-])([O-])=O.[K+].[K+], predict the reaction product. The product is: [OH:1][C:2]([CH3:27])([CH3:26])[C@H:3]([NH:5][C:6]([C:8]1[C:16]2[C:11](=[N:12][CH:13]=[C:14]([C:33]3[CH:32]=[N:31][N:30]([CH2:28][CH3:29])[CH:34]=3)[N:15]=2)[N:10]([CH2:18][O:19][CH2:20][CH2:21][Si:22]([CH3:25])([CH3:24])[CH3:23])[CH:9]=1)=[O:7])[CH3:4].